This data is from NCI-60 drug combinations with 297,098 pairs across 59 cell lines. The task is: Regression. Given two drug SMILES strings and cell line genomic features, predict the synergy score measuring deviation from expected non-interaction effect. (1) Drug 1: CCC(=C(C1=CC=CC=C1)C2=CC=C(C=C2)OCCN(C)C)C3=CC=CC=C3.C(C(=O)O)C(CC(=O)O)(C(=O)O)O. Drug 2: C1=CC=C(C=C1)NC(=O)CCCCCCC(=O)NO. Cell line: SNB-19. Synergy scores: CSS=4.15, Synergy_ZIP=-4.71, Synergy_Bliss=-2.87, Synergy_Loewe=-2.74, Synergy_HSA=-2.25. (2) Drug 1: CN(C)N=NC1=C(NC=N1)C(=O)N. Drug 2: CS(=O)(=O)OCCCCOS(=O)(=O)C. Cell line: MCF7. Synergy scores: CSS=0.703, Synergy_ZIP=-2.65, Synergy_Bliss=-3.70, Synergy_Loewe=-9.85, Synergy_HSA=-4.94. (3) Drug 1: C1=CC(=CC=C1CCCC(=O)O)N(CCCl)CCCl. Drug 2: CC1CCCC2(C(O2)CC(NC(=O)CC(C(C(=O)C(C1O)C)(C)C)O)C(=CC3=CSC(=N3)C)C)C. Cell line: SK-MEL-2. Synergy scores: CSS=-24.2, Synergy_ZIP=-3.70, Synergy_Bliss=-25.0, Synergy_Loewe=-27.4, Synergy_HSA=-25.9. (4) Drug 1: CC1=C(C(CCC1)(C)C)C=CC(=CC=CC(=CC(=O)O)C)C. Drug 2: COC1=NC(=NC2=C1N=CN2C3C(C(C(O3)CO)O)O)N. Cell line: OVCAR-4. Synergy scores: CSS=3.96, Synergy_ZIP=-0.988, Synergy_Bliss=-0.176, Synergy_Loewe=-1.98, Synergy_HSA=-0.397. (5) Drug 1: CN(C)N=NC1=C(NC=N1)C(=O)N. Drug 2: CNC(=O)C1=NC=CC(=C1)OC2=CC=C(C=C2)NC(=O)NC3=CC(=C(C=C3)Cl)C(F)(F)F. Cell line: NCIH23. Synergy scores: CSS=28.3, Synergy_ZIP=-0.432, Synergy_Bliss=-1.62, Synergy_Loewe=-14.8, Synergy_HSA=-1.69. (6) Drug 1: COC1=C(C=C2C(=C1)N=CN=C2NC3=CC(=C(C=C3)F)Cl)OCCCN4CCOCC4. Drug 2: C1=CC(=CC=C1CC(C(=O)O)N)N(CCCl)CCCl.Cl. Cell line: NCI-H226. Synergy scores: CSS=25.4, Synergy_ZIP=-3.22, Synergy_Bliss=3.91, Synergy_Loewe=-0.992, Synergy_HSA=4.72. (7) Drug 1: C1C(C(OC1N2C=NC(=NC2=O)N)CO)O. Drug 2: CC1C(C(CC(O1)OC2CC(CC3=C2C(=C4C(=C3O)C(=O)C5=CC=CC=C5C4=O)O)(C(=O)C)O)N)O. Cell line: HT29. Synergy scores: CSS=34.9, Synergy_ZIP=1.13, Synergy_Bliss=2.02, Synergy_Loewe=-7.86, Synergy_HSA=4.24. (8) Drug 2: CS(=O)(=O)CCNCC1=CC=C(O1)C2=CC3=C(C=C2)N=CN=C3NC4=CC(=C(C=C4)OCC5=CC(=CC=C5)F)Cl. Cell line: RXF 393. Drug 1: CC(CN1CC(=O)NC(=O)C1)N2CC(=O)NC(=O)C2. Synergy scores: CSS=9.26, Synergy_ZIP=-2.25, Synergy_Bliss=1.21, Synergy_Loewe=-1.69, Synergy_HSA=-1.87. (9) Drug 1: CS(=O)(=O)CCNCC1=CC=C(O1)C2=CC3=C(C=C2)N=CN=C3NC4=CC(=C(C=C4)OCC5=CC(=CC=C5)F)Cl. Drug 2: CC(C)(C#N)C1=CC(=CC(=C1)CN2C=NC=N2)C(C)(C)C#N. Cell line: OVCAR-4. Synergy scores: CSS=0.393, Synergy_ZIP=0.931, Synergy_Bliss=2.33, Synergy_Loewe=-2.15, Synergy_HSA=-1.91.